This data is from Full USPTO retrosynthesis dataset with 1.9M reactions from patents (1976-2016). The task is: Predict the reactants needed to synthesize the given product. (1) Given the product [CH3:35][O:36][C:37]([C:39]1([N:42]2[CH2:7][CH2:8][N:9]([S:10]([C:13]3[CH:18]=[CH:17][CH:16]=[CH:15][C:14]=3[N+:19]([O-:21])=[O:20])(=[O:11])=[O:12])[CH2:22][CH2:23]2)[CH2:41][CH2:40]1)=[O:38], predict the reactants needed to synthesize it. The reactants are: FC(F)(F)S(O[CH2:7][CH2:8][N:9]([CH2:22][CH2:23]OS(C(F)(F)F)(=O)=O)[S:10]([C:13]1[CH:18]=[CH:17][CH:16]=[CH:15][C:14]=1[N+:19]([O-:21])=[O:20])(=[O:12])=[O:11])(=O)=O.Cl.[CH3:35][O:36][C:37]([C:39]1([NH2:42])[CH2:41][CH2:40]1)=[O:38].C(=O)([O-])[O-].[Na+].[Na+]. (2) Given the product [Br:1][C:2]1[CH:3]=[CH:4][C:5]2[N:6]([N:9]=[C:10]([NH2:12])[N:11]=2)[C:7]=1[NH:19][CH:13]1[CH2:18][CH2:17][CH2:16][CH2:15][CH2:14]1, predict the reactants needed to synthesize it. The reactants are: [Br:1][C:2]1[CH:3]=[CH:4][C:5]2[N:6]([N:9]=[C:10]([NH2:12])[N:11]=2)[C:7]=1Cl.[CH:13]1([NH2:19])[CH2:18][CH2:17][CH2:16][CH2:15][CH2:14]1. (3) Given the product [NH2:1][C:2]1[CH:7]=[CH:6][CH:5]=[CH:4][C:3]=1[S:8]([N:11]1[C:17](=[O:18])[C:16]2[C:15](=[CH:14][C:13]([Cl:12])=[CH:22][CH:21]=2)[NH:23][C:24]1=[O:25])(=[O:9])=[O:10], predict the reactants needed to synthesize it. The reactants are: [NH2:1][C:2]1[CH:7]=[CH:6][CH:5]=[CH:4][C:3]=1[S:8]([NH2:11])(=[O:10])=[O:9].[Cl:12][C:13]1[CH:14]=[C:15]([NH:23][C:24](OC2C=CC=CC=2)=[O:25])[C:16](=[CH:21][CH:22]=1)[C:17](OC)=[O:18].